The task is: Predict which catalyst facilitates the given reaction.. This data is from Catalyst prediction with 721,799 reactions and 888 catalyst types from USPTO. (1) Reactant: N(OCCC(C)C)=O.[C:9]([O:12][CH2:13][C@@H:14]1[C@@H:18]([O:19][C:20](=[O:22])[CH3:21])[C@@H:17]([O:23][C:24](=[O:26])[CH3:25])[C@H:16]([N:27]2[CH:35]=[N:34][C:33]3[C:28]2=[N:29][C:30](N)=[N:31][C:32]=3[Cl:36])[O:15]1)(=[O:11])[CH3:10].II.C(I)[I:41].[O-]S([O-])(=S)=O.[Na+].[Na+]. Product: [C:9]([O:12][CH2:13][C@@H:14]1[C@@H:18]([O:19][C:20](=[O:22])[CH3:21])[C@@H:17]([O:23][C:24](=[O:26])[CH3:25])[C@H:16]([N:27]2[CH:35]=[N:34][C:33]3[C:28]2=[N:29][C:30]([I:41])=[N:31][C:32]=3[Cl:36])[O:15]1)(=[O:11])[CH3:10]. The catalyst class is: 356. (2) Reactant: [ClH:1].[F:2][C:3]1[CH:4]=[C:5]([C@@H:10]([NH:14]C(=O)OC(C)(C)C)[C@H:11]([OH:13])[CH3:12])[CH:6]=[CH:7][C:8]=1[F:9]. Product: [ClH:1].[NH2:14][C@H:10]([C:5]1[CH:6]=[CH:7][C:8]([F:9])=[C:3]([F:2])[CH:4]=1)[C@H:11]([OH:13])[CH3:12]. The catalyst class is: 370. (3) The catalyst class is: 753. Product: [CH2:10]([O:17][C:18](=[O:32])[C@H:19]([CH2:28][CH:29]([CH3:30])[CH3:31])[NH:20][C:21](=[O:27])[C@H:22]1[CH2:26][CH2:25][CH2:24][N:23]1[C:8]#[N:7])[C:11]1[CH:16]=[CH:15][CH:14]=[CH:13][CH:12]=1. Reactant: O.C(=O)([O-])[O-].[Mg+2].[N:7]#[C:8]Br.[CH2:10]([O:17][C:18](=[O:32])[C@H:19]([CH2:28][CH:29]([CH3:31])[CH3:30])[NH:20][C:21](=[O:27])[C@H:22]1[CH2:26][CH2:25][CH2:24][NH:23]1)[C:11]1[CH:16]=[CH:15][CH:14]=[CH:13][CH:12]=1.